Dataset: CYP1A2 inhibition data for predicting drug metabolism from PubChem BioAssay. Task: Regression/Classification. Given a drug SMILES string, predict its absorption, distribution, metabolism, or excretion properties. Task type varies by dataset: regression for continuous measurements (e.g., permeability, clearance, half-life) or binary classification for categorical outcomes (e.g., BBB penetration, CYP inhibition). Dataset: cyp1a2_veith. The compound is CC1CCN(c2cc(N3CCC(C)CC3)c([N+](=O)[O-])cc2/C=C(\C#N)c2nn(-c3ccccc3)c(N)c2C#N)CC1. The result is 0 (non-inhibitor).